This data is from NCI-60 drug combinations with 297,098 pairs across 59 cell lines. The task is: Regression. Given two drug SMILES strings and cell line genomic features, predict the synergy score measuring deviation from expected non-interaction effect. (1) Drug 1: C1=NC2=C(N1)C(=S)N=CN2. Drug 2: CC(C)NC(=O)C1=CC=C(C=C1)CNNC.Cl. Cell line: MALME-3M. Synergy scores: CSS=8.54, Synergy_ZIP=-4.14, Synergy_Bliss=1.26, Synergy_Loewe=-11.6, Synergy_HSA=-0.271. (2) Drug 1: C1CCC(C1)C(CC#N)N2C=C(C=N2)C3=C4C=CNC4=NC=N3. Drug 2: C1=NC2=C(N1)C(=S)N=C(N2)N. Cell line: A549. Synergy scores: CSS=28.3, Synergy_ZIP=-3.00, Synergy_Bliss=0.956, Synergy_Loewe=-20.5, Synergy_HSA=1.78.